Task: Predict the reactants needed to synthesize the given product.. Dataset: Full USPTO retrosynthesis dataset with 1.9M reactions from patents (1976-2016) (1) Given the product [C:1]([N:5]1[CH2:10][CH2:9][CH:8]([OH:11])[CH2:7][CH2:6]1)([CH3:4])([CH3:2])[CH3:3], predict the reactants needed to synthesize it. The reactants are: [C:1]([N:5]1[CH2:10][CH2:9][C:8](=[O:11])[CH2:7][CH2:6]1)([CH3:4])([CH3:3])[CH3:2].[H-].[Al+3].[Li+].[H-].[H-].[H-]. (2) Given the product [CH2:7]([O:6][CH2:5][C@H:4]([NH:14][C:15]1[N:20]=[C:19]([C:37]2[CH:36]=[CH:35][C:44]3[C:39](=[CH:40][CH:41]=[CH:42][CH:43]=3)[CH:38]=2)[N:18]=[C:17]([N:22]2[CH2:23][CH2:24][N:25]([C:28]3[CH:33]=[CH:32][CH:31]=[CH:30][N:29]=3)[CH2:26][CH2:27]2)[N:16]=1)[C:3]([OH:2])=[O:34])[C:8]1[CH:13]=[CH:12][CH:11]=[CH:10][CH:9]=1, predict the reactants needed to synthesize it. The reactants are: C[O:2][C:3](=[O:34])[C@@H:4]([NH:14][C:15]1[N:20]=[C:19](Cl)[N:18]=[C:17]([N:22]2[CH2:27][CH2:26][N:25]([C:28]3[CH:33]=[CH:32][CH:31]=[CH:30][N:29]=3)[CH2:24][CH2:23]2)[N:16]=1)[CH2:5][O:6][CH2:7][C:8]1[CH:13]=[CH:12][CH:11]=[CH:10][CH:9]=1.[CH:35]1[C:44]2[C:39](=[CH:40][CH:41]=[CH:42][CH:43]=2)[CH:38]=[CH:37][C:36]=1B(O)O.C(=O)([O-])[O-].[Na+].[Na+].[OH-].[Li+].C(O)(=O)CC(CC(O)=O)(C(O)=O)O. (3) Given the product [C:1]([C:3]1[CH:15]=[C:14]2[C:6]([C:7]3[C:8](=[O:30])[C:9]4[CH:21]=[CH:20][C:19]([C:32]([OH:34])=[O:33])=[CH:18][C:10]=4[C:11]([CH3:17])([CH3:16])[C:12]=3[NH:13]2)=[CH:5][CH:4]=1)#[N:2], predict the reactants needed to synthesize it. The reactants are: [C:1]([C:3]1[CH:15]=[C:14]2[C:6]([C:7]3[C:8](=[O:30])[C:9]4[CH:21]=[CH:20][C:19](OS(C(F)(F)F)(=O)=O)=[CH:18][C:10]=4[C:11]([CH3:17])([CH3:16])[C:12]=3[NH:13]2)=[CH:5][CH:4]=1)#[N:2].O.[CH:32]([O-:34])=[O:33].[Li+].C1(P(C2C=CC=CC=2)C2C3OC4C(=CC=CC=4P(C4C=CC=CC=4)C4C=CC=CC=4)C(C)(C)C=3C=CC=2)C=CC=CC=1.[Cl-].[Li+].C(N(CC)C(C)C)(C)C.C(OC(=O)C)(=O)C. (4) Given the product [CH2:18]([O:25][C:26]1[C:27]([Cl:36])=[CH:28][C:29]([C:30]([N:1]2[C:10]3[C:5](=[CH:6][CH:7]=[CH:8][CH:9]=3)[CH2:4][CH2:3][CH2:2]2)=[O:31])=[CH:33][C:34]=1[Cl:35])[C:19]1[CH:20]=[CH:21][CH:22]=[CH:23][CH:24]=1, predict the reactants needed to synthesize it. The reactants are: [NH:1]1[C:10]2[C:5](=[CH:6][CH:7]=[CH:8][CH:9]=2)[CH2:4][CH2:3][CH2:2]1.C(N(CC)CC)C.[CH2:18]([O:25][C:26]1[C:34]([Cl:35])=[CH:33][C:29]([C:30](Cl)=[O:31])=[CH:28][C:27]=1[Cl:36])[C:19]1[CH:24]=[CH:23][CH:22]=[CH:21][CH:20]=1. (5) Given the product [CH2:1]([O:3][C:4](=[O:12])[CH:5]=[CH:6][C:7]1[CH:11]=[CH:10][N:9]([S:26]([C:23]2[CH:24]=[C:25]3[C:20](=[CH:21][CH:22]=2)[N:19]=[CH:18][NH:17][C:16]3=[O:15])(=[O:27])=[O:28])[CH:8]=1)[CH3:2], predict the reactants needed to synthesize it. The reactants are: [CH2:1]([O:3][C:4](=[O:12])[CH:5]=[CH:6][C:7]1[CH:11]=[CH:10][NH:9][CH:8]=1)[CH3:2].[H-].[Na+].[O:15]=[C:16]1[C:25]2[C:20](=[CH:21][CH:22]=[C:23]([S:26](Cl)(=[O:28])=[O:27])[CH:24]=2)[N:19]=[CH:18][NH:17]1.[NH4+].[Cl-]. (6) Given the product [CH:23]1([N:26]2[CH2:27][CH2:28][N:29]([C:32]3[N:37]=[CH:36][C:35]([C:38]([NH:22][C:19]4[NH:20][N:21]=[C:17]([CH2:16][CH2:15][C:9]5[CH:8]=[C:7]([O:6][CH3:5])[CH:12]=[C:11]([O:13][CH3:14])[CH:10]=5)[CH:18]=4)=[O:39])=[CH:34][N:33]=3)[CH2:30][CH2:31]2)[CH2:25][CH2:24]1, predict the reactants needed to synthesize it. The reactants are: C[Al](C)C.[CH3:5][O:6][C:7]1[CH:8]=[C:9]([CH2:15][CH2:16][C:17]2[CH:18]=[C:19]([NH2:22])[NH:20][N:21]=2)[CH:10]=[C:11]([O:13][CH3:14])[CH:12]=1.[CH:23]1([N:26]2[CH2:31][CH2:30][N:29]([C:32]3[N:37]=[CH:36][C:35]([C:38](OC)=[O:39])=[CH:34][N:33]=3)[CH2:28][CH2:27]2)[CH2:25][CH2:24]1. (7) Given the product [F:28][C:2]([F:1])([C:22]1[CH:27]=[CH:26][CH:25]=[CH:24][N:23]=1)[CH2:3][NH:4][C:5]1[N:10]=[C:9]([CH2:11][C:12]([NH:36][CH2:35][C:34]2[CH:37]=[C:30]([Cl:29])[CH:31]=[CH:32][C:33]=2[N:38]2[CH:42]=[N:41][N:40]=[N:39]2)=[O:14])[CH:8]=[CH:7][CH:6]=1, predict the reactants needed to synthesize it. The reactants are: [F:1][C:2]([F:28])([C:22]1[CH:27]=[CH:26][CH:25]=[CH:24][N:23]=1)[CH2:3][N:4](C(OC(C)(C)C)=O)[C:5]1[N:10]=[C:9]([CH2:11][C:12]([OH:14])=O)[CH:8]=[CH:7][CH:6]=1.[Cl:29][C:30]1[CH:31]=[CH:32][C:33]([N:38]2[CH:42]=[N:41][N:40]=[N:39]2)=[C:34]([CH:37]=1)[CH2:35][NH2:36]. (8) Given the product [CH3:6][CH2:7][CH2:2][CH2:3][CH2:10][CH2:11][CH2:12][CH2:13][CH3:14], predict the reactants needed to synthesize it. The reactants are: F[C:2]1[C:7](F)=[C:6](I)C=C[C:3]=1[C:10]1C=[CH:14][C:13](C2C=CC(CCC)=CC=2)=[CH:12][C:11]=1F.OCC(C)(CO)C.CC(C)=O.